Dataset: Full USPTO retrosynthesis dataset with 1.9M reactions from patents (1976-2016). Task: Predict the reactants needed to synthesize the given product. (1) Given the product [C:1]([O:5][C:6]([N:8]1[CH2:13][C@@H:12]([NH:14][CH2:27][CH2:28][N:29]2[C:37](=[O:38])[C:36]3[C:31](=[CH:32][CH:33]=[CH:34][CH:35]=3)[C:30]2=[O:39])[CH2:11][C@@H:10]([C:40](=[O:60])[N:41]([CH:57]2[CH2:59][CH2:58]2)[CH2:42][C:43]2[C:51]3[C:46](=[CH:47][CH:48]=[CH:49][CH:50]=3)[N:45]([CH2:52][CH2:53][CH2:54][O:55][CH3:56])[CH:44]=2)[CH2:9]1)=[O:7])([CH3:4])([CH3:2])[CH3:3], predict the reactants needed to synthesize it. The reactants are: [C:1]([O:5][C:6]([N:8]1[CH2:13][C@@H:12]([N:14]([CH2:27][CH2:28][N:29]2[C:37](=[O:38])[C:36]3[C:31](=[CH:32][CH:33]=[CH:34][CH:35]=3)[C:30]2=[O:39])S(C2C=CC=CC=2[N+]([O-])=O)(=O)=O)[CH2:11][C@@H:10]([C:40](=[O:60])[N:41]([CH:57]2[CH2:59][CH2:58]2)[CH2:42][C:43]2[C:51]3[C:46](=[CH:47][CH:48]=[CH:49][CH:50]=3)[N:45]([CH2:52][CH2:53][CH2:54][O:55][CH3:56])[CH:44]=2)[CH2:9]1)=[O:7])([CH3:4])([CH3:3])[CH3:2].C(O)(=O)CS.C1CCN2C(=NCCC2)CC1. (2) Given the product [F:78][C:53]1[CH:54]=[C:55]([C:58]2[CH:59]=[N:60][C:61]3[N:62]([C:64]([CH2:67][C:68]4[CH:69]=[C:70]5[C:75](=[CH:76][CH:77]=4)[N:74]=[CH:73][CH:72]=[CH:71]5)=[CH:65][N:66]=3)[N:63]=2)[CH:56]=[CH:57][C:52]=1[C:43]#[N:44], predict the reactants needed to synthesize it. The reactants are: CC1(C)C2C=CC=C(P(C3C=CC=CC=3)C3C=CC=CC=3)C=2OC2C1=CC=CC=2P(C1C=CC=CC=1)C1C=CC=CC=1.[CH3:43][N:44](C)CCN(C)C.Br[C:52]1[CH:57]=[CH:56][C:55]([C:58]2[CH:59]=[N:60][C:61]3[N:62]([C:64]([CH2:67][C:68]4[CH:69]=[C:70]5[C:75](=[CH:76][CH:77]=4)[N:74]=[CH:73][CH:72]=[CH:71]5)=[CH:65][N:66]=3)[N:63]=2)=[CH:54][C:53]=1[F:78]. (3) Given the product [OH:2][CH:1]([C:3]1[CH:12]=[CH:11][C:6]([C:7]([O:9][CH3:10])=[O:8])=[CH:5][N:4]=1)[CH3:13], predict the reactants needed to synthesize it. The reactants are: [CH:1]([C:3]1[CH:12]=[CH:11][C:6]([C:7]([O:9][CH3:10])=[O:8])=[CH:5][N:4]=1)=[O:2].[CH3:13][Mg]Br. (4) Given the product [C:1]1([C:8]2[CH:13]=[CH:12][CH:11]=[CH:10][CH:9]=2)[CH:2]=[CH:3][C:4]([O:7][CH2:21][C:22]([O:24][CH2:25][CH3:26])=[O:23])=[CH:5][CH:6]=1, predict the reactants needed to synthesize it. The reactants are: [C:1]1([C:8]2[CH:13]=[CH:12][CH:11]=[CH:10][CH:9]=2)[CH:6]=[CH:5][C:4]([OH:7])=[CH:3][CH:2]=1.C([O-])([O-])=O.[K+].[K+].Cl[CH2:21][C:22]([O:24][CH2:25][CH3:26])=[O:23].CN(C=O)C. (5) Given the product [F:27][C:23]1[CH:24]=[CH:25][CH:26]=[C:2]([F:1])[C:3]=1[O:4][C:5]1[CH:6]=[N:7][N:8]([CH:12]([CH2:16][CH:17]2[CH2:22][CH2:21][O:20][CH2:19][CH2:18]2)[C:13]([NH:28][C:29]2[CH:33]=[CH:32][N:31]([CH2:34][C:35]([OH:37])([CH3:36])[CH3:38])[N:30]=2)=[O:14])[C:9](=[O:11])[CH:10]=1, predict the reactants needed to synthesize it. The reactants are: [F:1][C:2]1[CH:26]=[CH:25][CH:24]=[C:23]([F:27])[C:3]=1[O:4][C:5]1[CH:6]=[N:7][N:8]([CH:12]([CH2:16][CH:17]2[CH2:22][CH2:21][O:20][CH2:19][CH2:18]2)[C:13](O)=[O:14])[C:9](=[O:11])[CH:10]=1.[NH2:28][C:29]1[CH:33]=[CH:32][N:31]([CH2:34][C:35]([CH3:38])([OH:37])[CH3:36])[N:30]=1. (6) Given the product [NH2:1][C:2]1[CH:11]=[C:10]([C:12](=[O:18])[NH:13][CH2:14][CH2:15][O:16][CH3:17])[CH:9]=[CH:8][C:3]=1[C:4]([OH:6])=[O:5], predict the reactants needed to synthesize it. The reactants are: [NH2:1][C:2]1[CH:11]=[C:10]([C:12](=[O:18])[NH:13][CH2:14][CH2:15][O:16][CH3:17])[CH:9]=[CH:8][C:3]=1[C:4]([O:6]C)=[O:5].[OH-].[K+].C(O)(=O)C. (7) Given the product [CH2:21]([N:24]1[CH2:29][CH2:28][N:27]([C:2]2[N:7]=[CH:6][N:5]=[C:4]([NH:8][S:9]([C:12]3[CH:17]=[CH:16][C:15]([CH:18]([CH3:20])[CH3:19])=[CH:14][CH:13]=3)(=[O:11])=[O:10])[CH:3]=2)[CH2:26][CH2:25]1)[CH:22]=[CH2:23], predict the reactants needed to synthesize it. The reactants are: Cl[C:2]1[N:7]=[CH:6][N:5]=[C:4]([NH:8][S:9]([C:12]2[CH:17]=[CH:16][C:15]([CH:18]([CH3:20])[CH3:19])=[CH:14][CH:13]=2)(=[O:11])=[O:10])[CH:3]=1.[CH2:21]([N:24]1[CH2:29][CH2:28][NH:27][CH2:26][CH2:25]1)[CH:22]=[CH2:23]. (8) Given the product [C:8](/[C:10](=[CH:6]\[C:2]1[NH:1][CH:5]=[CH:4][N:3]=1)/[C:11]([NH:13][CH:14]([C:18]1[CH:19]=[CH:20][C:21]([O:24][CH2:25][O:26][CH3:27])=[CH:22][CH:23]=1)[CH2:15][CH2:16][CH3:17])=[O:12])#[N:9], predict the reactants needed to synthesize it. The reactants are: [NH:1]1[CH:5]=[CH:4][N:3]=[C:2]1[CH:6]=O.[C:8]([CH2:10][C:11]([NH:13][CH:14]([C:18]1[CH:23]=[CH:22][C:21]([O:24][CH2:25][O:26][CH3:27])=[CH:20][CH:19]=1)[CH2:15][CH2:16][CH3:17])=[O:12])#[N:9]. (9) Given the product [CH3:26][O:25][CH:9]([O:23][CH3:24])[CH2:10]/[C:11](/[C:12]1[CH:13]=[CH:14][C:15]([C:16]([O:18][CH2:19][CH3:20])=[O:17])=[CH:21][CH:22]=1)=[CH:48]\[C:45]1[CH:46]=[C:47]2[C:42]([C:41]([CH3:51])([CH3:50])[CH2:40][CH:39]=[C:38]2[C:36]2[S:37][C:33]([CH3:32])=[CH:34][CH:35]=2)=[CH:43][CH:44]=1, predict the reactants needed to synthesize it. The reactants are: C(OP([C:9]([O:25][CH3:26])([O:23][CH3:24])[CH2:10][CH2:11][C:12]1[CH:22]=[CH:21][C:15]([C:16]([O:18][CH2:19][CH3:20])=[O:17])=[CH:14][CH:13]=1)(OCC)=O)C.[Li]CCCC.[CH3:32][C:33]1[S:37][C:36]([C:38]2[C:47]3[C:42](=[CH:43][CH:44]=[C:45]([CH:48]=O)[CH:46]=3)[C:41]([CH3:51])([CH3:50])[CH2:40][CH:39]=2)=[CH:35][CH:34]=1.CC1SC(C2C3C(=CC=C(C=O)C=3)C(CC)(CC)CC=2)=CC=1.